Dataset: Catalyst prediction with 721,799 reactions and 888 catalyst types from USPTO. Task: Predict which catalyst facilitates the given reaction. (1) Reactant: [Cl:1][Si](C)(C)C.[CH3:6][N:7]([CH3:36])[C:8]1([C:29]2[CH:34]=[CH:33][CH:32]=[C:31]([F:35])[CH:30]=2)[CH2:13][CH2:12][CH:11]([CH2:14][C:15]([NH:17][CH2:18][CH2:19][C:20]2[C:28]3[C:23](=[CH:24][CH:25]=[CH:26][CH:27]=3)[NH:22][CH:21]=2)=[O:16])[CH2:10][CH2:9]1. Product: [ClH:1].[CH3:36][N:7]([CH3:6])[C:8]1([C:29]2[CH:34]=[CH:33][CH:32]=[C:31]([F:35])[CH:30]=2)[CH2:13][CH2:12][CH:11]([CH2:14][C:15]([NH:17][CH2:18][CH2:19][C:20]2[C:28]3[C:23](=[CH:24][CH:25]=[CH:26][CH:27]=3)[NH:22][CH:21]=2)=[O:16])[CH2:10][CH2:9]1. The catalyst class is: 573. (2) Reactant: C(=O)([O-])[O-].[K+].[K+].[CH2:7](I)[CH3:8].[Br:10][C:11]1[CH:19]=[CH:18][C:14]([C:15]([OH:17])=[O:16])=[CH:13][C:12]=1[C:20]([F:23])([F:22])[F:21]. Product: [CH2:7]([O:16][C:15](=[O:17])[C:14]1[CH:18]=[CH:19][C:11]([Br:10])=[C:12]([C:20]([F:21])([F:22])[F:23])[CH:13]=1)[CH3:8]. The catalyst class is: 39.